The task is: Predict the reactants needed to synthesize the given product.. This data is from Full USPTO retrosynthesis dataset with 1.9M reactions from patents (1976-2016). Given the product [Cl:1][C:2]1[CH:8]=[C:7]([C:9]([F:10])([F:11])[F:12])[CH:6]=[CH:5][C:3]=1[NH:4][CH:22]=[O:23], predict the reactants needed to synthesize it. The reactants are: [Cl:1][C:2]1[CH:8]=[C:7]([C:9]([F:12])([F:11])[F:10])[CH:6]=[CH:5][C:3]=1[NH2:4].N1([CH:22]=[O:23])C2C=CC=CC=2N=N1.